Dataset: Full USPTO retrosynthesis dataset with 1.9M reactions from patents (1976-2016). Task: Predict the reactants needed to synthesize the given product. (1) The reactants are: [NH:1]([C:8]([C:10]1[N:11]([CH2:27][C:28]([O:30]C(C)(C)C)=[O:29])[C:12]2[C:17]([CH:18]=1)=[CH:16][C:15]([NH:19][C:20](=[O:26])[CH2:21][C:22]([CH3:25])([CH3:24])[CH3:23])=[CH:14][CH:13]=2)=[O:9])[C:2]1[CH:7]=[CH:6][CH:5]=[CH:4][CH:3]=1.FC(F)(F)C(O)=O. Given the product [NH:1]([C:8]([C:10]1[N:11]([CH2:27][C:28]([OH:30])=[O:29])[C:12]2[C:17]([CH:18]=1)=[CH:16][C:15]([NH:19][C:20](=[O:26])[CH2:21][C:22]([CH3:25])([CH3:23])[CH3:24])=[CH:14][CH:13]=2)=[O:9])[C:2]1[CH:7]=[CH:6][CH:5]=[CH:4][CH:3]=1, predict the reactants needed to synthesize it. (2) Given the product [NH2:1][C:2]1[N:7]=[CH:6][N:5]=[C:4]2[N:8]([CH:13]([C:15]3[C:16]([O:34][CH2:35][CH3:36])=[C:17]([C:23]4[CH:24]=[CH:25][C:26]([C:29]([N:31]([CH3:33])[CH3:32])=[O:30])=[N:27][CH:28]=4)[C:18]([CH3:22])=[C:19]([Cl:21])[CH:20]=3)[CH3:14])[N:9]=[C:10]([CH2:11][CH3:12])[C:3]=12, predict the reactants needed to synthesize it. The reactants are: [NH2:1][C:2]1[N:7]=[CH:6][N:5]=[C:4]2[N:8]([CH:13]([C:15]3[C:16]([O:34][CH2:35][CH3:36])=[C:17]([C:23]4[CH:24]=[CH:25][C:26]([C:29]([N:31]([CH3:33])[CH3:32])=[O:30])=[N:27][CH:28]=4)[C:18]([CH3:22])=[C:19]([Cl:21])[CH:20]=3)[CH3:14])[N:9]=[C:10]([CH:11]=[CH2:12])[C:3]=12.Cl.O. (3) Given the product [Cl:1][C:2]1[CH:3]=[C:4]2[C:10]3([CH2:14][CH2:13][N:12]([C:15](=[O:17])[C:44]([NH:39][CH3:38])=[O:40])[CH2:11]3)[CH2:9][N:8]([C:23]([NH:30][C:31]3[S:32][C:33]([O:36][CH3:37])=[CH:34][N:35]=3)=[O:29])[C:5]2=[CH:6][CH:7]=1, predict the reactants needed to synthesize it. The reactants are: [Cl:1][C:2]1[CH:3]=[C:4]2[C:10]3([CH2:14][CH2:13][N:12]([C:15]([O:17]C(C)(C)C)=O)[CH2:11]3)[CH2:9][NH:8][C:5]2=[CH:6][CH:7]=1.Cl[C:23](=[O:29])C(OCC)=O.[NH2:30][C:31]1[S:32][C:33]([O:36][CH3:37])=[CH:34][N:35]=1.[CH3:38][NH2:39].[O:40]1[CH2:44]CCC1. (4) Given the product [S:11]1[C:15]2[CH:16]=[CH:17][CH:18]=[CH:19][C:14]=2[N:13]=[C:12]1[C:20]1([Cl:32])[C:28]2[C:23](=[CH:24][CH:25]=[C:26]([Cl:29])[CH:27]=2)[NH:22][C:21]1=[O:30], predict the reactants needed to synthesize it. The reactants are: N1C=CC=CC=1.S(Cl)(Cl)=O.[S:11]1[C:15]2[CH:16]=[CH:17][CH:18]=[CH:19][C:14]=2[N:13]=[C:12]1[C:20]1(O)[C:28]2[C:23](=[CH:24][CH:25]=[C:26]([Cl:29])[CH:27]=2)[NH:22][C:21]1=[O:30].[Cl-:32].[NH4+]. (5) Given the product [NH2:1][C:2]1[N:7]=[CH:6][C:5]([C:8]([N:10]=[S:11]([CH2:14][CH2:15][CH2:16][CH2:17][C:18]([O:20][CH3:21])=[O:19])([CH3:13])=[O:12])=[O:9])=[CH:4][C:3]=1[C:22]#[C:23][C:24]1[CH:29]=[CH:28][CH:27]=[C:26]([NH:30][C:36](=[O:37])[C:35]2[CH:39]=[CH:40][C:32]([Cl:31])=[C:33]([C:41]([F:44])([F:42])[F:43])[CH:34]=2)[CH:25]=1, predict the reactants needed to synthesize it. The reactants are: [NH2:1][C:2]1[N:7]=[CH:6][C:5]([C:8]([N:10]=[S:11]([CH2:14][CH2:15][CH2:16][CH2:17][C:18]([O:20][CH3:21])=[O:19])([CH3:13])=[O:12])=[O:9])=[CH:4][C:3]=1[C:22]#[C:23][C:24]1[CH:29]=[CH:28][CH:27]=[C:26]([NH2:30])[CH:25]=1.[Cl:31][C:32]1[CH:40]=[CH:39][C:35]([C:36](O)=[O:37])=[CH:34][C:33]=1[C:41]([F:44])([F:43])[F:42]. (6) The reactants are: [S:1]=[C:2]1[C:11]2[C:6](=[CH:7][CH:8]=[CH:9][CH:10]=2)[CH2:5][C:4](=[O:12])[NH:3]1.[C:13]1([C:19](S)([CH3:21])[CH3:20])[CH:18]=[CH:17][CH:16]=[CH:15][CH:14]=1.C(O)(C(F)(F)F)=O. Given the product [C:13]1([C:19]([S:1][C:2]2[C:11]3[C:6](=[CH:7][CH:8]=[CH:9][CH:10]=3)[CH:5]=[C:4]([OH:12])[N:3]=2)([CH3:21])[CH3:20])[CH:18]=[CH:17][CH:16]=[CH:15][CH:14]=1, predict the reactants needed to synthesize it. (7) Given the product [F:1][C:2]1[CH:7]=[CH:6][C:5]([C@:8]2([CH2:27][CH2:28][CH2:29][OH:30])[O:13][C:12](=[O:14])[N:11]([C@H:15]([C:17]3[CH:18]=[CH:19][C:20]([CH2:21][OH:22])=[CH:25][CH:26]=3)[CH3:16])[CH2:10][CH2:9]2)=[CH:4][CH:3]=1, predict the reactants needed to synthesize it. The reactants are: [F:1][C:2]1[CH:7]=[CH:6][C:5]([C@:8]2([CH2:27][CH2:28][CH2:29][OH:30])[O:13][C:12](=[O:14])[N:11]([C@H:15]([C:17]3[CH:26]=[CH:25][C:20]([C:21](OC)=[O:22])=[CH:19][CH:18]=3)[CH3:16])[CH2:10][CH2:9]2)=[CH:4][CH:3]=1.[H-].[H-].[H-].[H-].[Li+].[Al+3]. (8) Given the product [C:31]([NH:1][C:2]1[CH:7]=[CH:6][C:5]([CH2:8][C:9]([NH:12][C:13](=[O:30])[C:14]([NH:16][C:17]2[CH:22]=[CH:21][C:20]([C:23]3[O:27][CH:26]=[N:25][CH:24]=3)=[C:19]([O:28][CH3:29])[CH:18]=2)=[O:15])([CH3:10])[CH3:11])=[CH:4][CH:3]=1)(=[O:33])[CH3:32], predict the reactants needed to synthesize it. The reactants are: [NH2:1][C:2]1[CH:7]=[CH:6][C:5]([CH2:8][C:9]([NH:12][C:13](=[O:30])[C:14]([NH:16][C:17]2[CH:22]=[CH:21][C:20]([C:23]3[O:27][CH:26]=[N:25][CH:24]=3)=[C:19]([O:28][CH3:29])[CH:18]=2)=[O:15])([CH3:11])[CH3:10])=[CH:4][CH:3]=1.[C:31](OC(=O)C)(=[O:33])[CH3:32].C(N1CCOCC1)C.